Dataset: Experimentally validated miRNA-target interactions with 360,000+ pairs, plus equal number of negative samples. Task: Binary Classification. Given a miRNA mature sequence and a target amino acid sequence, predict their likelihood of interaction. (1) The miRNA is mmu-miR-294-5p with sequence ACUCAAAAUGGAGGCCCUAUCU. The protein sequence of the target gene is MPGGLLLGDEAPNFEANTTIGRIRFHDFLGDSWGILFSHPRDFTPVCTTELGRAAKLAPEFAKRNVKLIALSIDSVEDHLAWSKDINAYNGETPTEKLPFPIIDDKGRDLAILLGMLDPVEKDDNNMPVTARVVFIFGPDKKLKLSILYPATTGRNFDEILRVVDSLQLTGTKPVATPVDWKKGESVMVVPTLSEEEAKQCFPKGVFTKELPSGKKYLRYTPQP. Result: 0 (no interaction). (2) The miRNA is hsa-miR-27a-3p with sequence UUCACAGUGGCUAAGUUCCGC. The protein sequence of the target gene is MSQVQVQVQNPSAALSGSQILNKNQSLLSQPLMSIPSTTSSLPSENAGRPIQNSALPSASITSTSAAAESITPTVELNALCMKLGKKPMYKPVDPYSRMQSTYNYNMRGGAYPPRYFYPFPVPPLLYQVELSVGGQQFNGKGKTRQAAKHDAAAKALRILQNEPLPERLEVNGRESEEENLNKSEISQVFEIALKRNLPVNFEVARESGPPHMKNFVTKVSVGEFVGEGEGKSKKISKKNAAIAVLEELKKLPPLPAVERVKPRIKKKTKPIVKPQTSPEYGQGINPISRLAQIQQAKKE.... Result: 1 (interaction). (3) The miRNA is hsa-miR-634 with sequence AACCAGCACCCCAACUUUGGAC. The protein sequence of the target gene is MTMSKEAVTFKDVAVVFTEEELGLLDLAQRKLYRDVMLENFRNLLSVGHQPFHRDTFHFLREEKFWMMDIATQREGNSGGKIQPEMKTFPEAGPHEGWSCQQIWEEIASDLTRPQDSTIKSSQFFEQGDAHSQVEEGLSIMHTGQKPSNCGKCKQSFSDMSIFDLPQQIRSAEKSHSCDECGKSFCYISALHIHQRVHLGEKLFKCDVCGKEFSQSLHLQTHQRVHTGEKPFKCEQCGRGFRCRSALTVHCKLHMGEKHYNCEACGRAFIHDFQLQKHQRIHTGEKPFKCEICSVSFRLR.... Result: 1 (interaction). (4) The miRNA is hsa-miR-4288 with sequence UUGUCUGCUGAGUUUCC. The protein sequence of the target gene is MSDNTTLPAPASNQGPTTPRKGPPKFKQRQTRQFKSKPPKKGVKGFGDDIPGMEGLGTDITVICPWEAFSHLELHELAQFGII. Result: 0 (no interaction). (5) The miRNA is hsa-miR-548ah-3p with sequence CAAAAACUGCAGUUACUUUUGC. The protein sequence of the target gene is MSRQNLVALTVTTLLGVAVGGFVLWKGIQRRRRSKTSPVTQQPQQKVLGSRELPPPEDDQLHSSAPRSSWKERILKAKVVTVSQEAEWDQIEPLLRSELEDFPVLGIDCEWVNLEGKASPLSLLQMASPSGLCVLVRLPKLICGGKTLPRTLLDILADGTILKVGVGCSEDASKLLQDYGLVVRGCLDLRYLAMRQRNNLLCNGLSLKSLAETVLNFPLDKSLLLRCSNWDAETLTEDQVIYAARDAQISVALFLHLLGYPFSRNSPGEKNDDHSSWRKVLEKCQGVVDIPFRSKGMSRL.... Result: 1 (interaction).